This data is from Full USPTO retrosynthesis dataset with 1.9M reactions from patents (1976-2016). The task is: Predict the reactants needed to synthesize the given product. Given the product [C:8]([C:12]1[CH:16]=[C:15]([NH:17][C:18]([NH:28][C:29]2[C:38]3[C:33](=[CH:34][CH:35]=[CH:36][CH:37]=3)[C:32]([O:39][C:40]3[CH:45]=[CH:44][N:43]=[C:42]([NH:46][C:47]4[CH:52]=[C:51]([O:53][CH2:54][CH2:55][O:56][CH2:57][CH2:58][O:59][CH2:60][CH2:61][O:62][CH3:63])[CH:50]=[C:49]([O:64][CH3:65])[CH:48]=4)[N:41]=3)=[CH:31][CH:30]=2)=[O:26])[N:14]([CH3:27])[N:13]=1)([CH3:9])([CH3:10])[CH3:11], predict the reactants needed to synthesize it. The reactants are: C(N(CC)CC)C.[C:8]([C:12]1[CH:16]=[C:15]([NH:17][C:18](=[O:26])OC2C=CC=CC=2)[N:14]([CH3:27])[N:13]=1)([CH3:11])([CH3:10])[CH3:9].[NH2:28][C:29]1[C:38]2[C:33](=[CH:34][CH:35]=[CH:36][CH:37]=2)[C:32]([O:39][C:40]2[CH:45]=[CH:44][N:43]=[C:42]([NH:46][C:47]3[CH:52]=[C:51]([O:53][CH2:54][CH2:55][O:56][CH2:57][CH2:58][O:59][CH2:60][CH2:61][O:62][CH3:63])[CH:50]=[C:49]([O:64][CH3:65])[CH:48]=3)[N:41]=2)=[CH:31][CH:30]=1.